This data is from Full USPTO retrosynthesis dataset with 1.9M reactions from patents (1976-2016). The task is: Predict the reactants needed to synthesize the given product. (1) Given the product [CH3:21][CH:22]([CH3:32])[CH2:23][C@@H:24]([NH:25][C:12]([C:10]1[CH:9]=[CH:8][C:7]([N:15]2[CH2:18][C:17]([F:20])([F:19])[CH2:16]2)=[C:6]([O:5][CH2:4][CH:1]2[CH2:2][CH2:3]2)[N:11]=1)=[O:14])[C:26]1[N:27]=[N:28][CH:29]=[CH:30][CH:31]=1, predict the reactants needed to synthesize it. The reactants are: [CH:1]1([CH2:4][O:5][C:6]2[N:11]=[C:10]([C:12]([OH:14])=O)[CH:9]=[CH:8][C:7]=2[N:15]2[CH2:18][C:17]([F:20])([F:19])[CH2:16]2)[CH2:3][CH2:2]1.[CH3:21][CH:22]([CH3:32])[CH2:23][CH:24]([C:26]1[N:27]=[N:28][CH:29]=[CH:30][CH:31]=1)[NH2:25]. (2) The reactants are: [Br:1][C:2]1[CH:3]=[CH:4][C:5]([F:19])=[C:6]([C@@:8]2([CH:16]([F:18])[F:17])[C@H:14]3[C@H:12]([CH2:13]3)[O:11][C:10]([NH2:15])=[N:9]2)[CH:7]=1.[C:20](O[C:20](=[O:27])[C:21]1[CH:26]=[CH:25][CH:24]=[CH:23][CH:22]=1)(=[O:27])[C:21]1[CH:26]=[CH:25][CH:24]=[CH:23][CH:22]=1. Given the product [Br:1][C:2]1[CH:3]=[CH:4][C:5]([F:19])=[C:6]([C@@:8]2([CH:16]([F:17])[F:18])[C@H:14]3[C@H:12]([CH2:13]3)[O:11][C:10]([NH:15][C:20](=[O:27])[C:21]3[CH:26]=[CH:25][CH:24]=[CH:23][CH:22]=3)=[N:9]2)[CH:7]=1, predict the reactants needed to synthesize it. (3) Given the product [Cl:32][C:10]1[C:11]2[CH2:15][NH:14][C:13](=[O:16])[C:12]=2[C:7]([C:5]2[CH:4]=[N:3][N:2]([CH3:1])[CH:6]=2)=[N:8][C:9]=1[NH:17][C@@H:18]1[CH2:23][CH2:22][CH2:21][CH2:20][C@@H:19]1[NH:24][C:25](=[O:31])[O:26][C:27]([CH3:28])([CH3:30])[CH3:29], predict the reactants needed to synthesize it. The reactants are: [CH3:1][N:2]1[CH:6]=[C:5]([C:7]2[C:12]3[C:13](=[O:16])[NH:14][CH2:15][C:11]=3[CH:10]=[C:9]([NH:17][C@@H:18]3[CH2:23][CH2:22][CH2:21][CH2:20][C@@H:19]3[NH:24][C:25](=[O:31])[O:26][C:27]([CH3:30])([CH3:29])[CH3:28])[N:8]=2)[CH:4]=[N:3]1.[Cl:32]N1C(=O)CCC1=O.O.C(Cl)(Cl)Cl.